Dataset: Forward reaction prediction with 1.9M reactions from USPTO patents (1976-2016). Task: Predict the product of the given reaction. Given the reactants [CH2:1]([O:3][C:4](=[O:21])[C:5]([C:10](=[O:20])[C:11]1[CH:16]=[C:15]([F:17])[C:14]([Cl:18])=[CH:13][C:12]=1Cl)=[CH:6]OCC)[CH3:2].[F:22][C:23]1[CH:29]=[C:28]([F:30])[CH:27]=[CH:26][C:24]=1[NH2:25].[H-].[Na+], predict the reaction product. The product is: [CH2:1]([O:3][C:4]([C:5]1[C:10](=[O:20])[C:11]2[C:12](=[CH:13][C:14]([Cl:18])=[C:15]([F:17])[CH:16]=2)[N:25]([C:24]2[CH:26]=[CH:27][C:28]([F:30])=[CH:29][C:23]=2[F:22])[CH:6]=1)=[O:21])[CH3:2].